Dataset: Forward reaction prediction with 1.9M reactions from USPTO patents (1976-2016). Task: Predict the product of the given reaction. (1) The product is: [CH2:36]([N:20]([C:21]1[CH:22]=[N:23][CH:24]=[C:25]([N:27]2[CH2:28][CH2:29][O:30][CH2:31][CH2:32]2)[CH:26]=1)[C:4]1[C:3]2[C:8](=[CH:9][C:10]([F:12])=[CH:11][C:2]=2[F:1])[N:7]=[C:6]([C:13]2[CH:18]=[CH:17][CH:16]=[CH:15][N:14]=2)[C:5]=1[CH3:19])[CH3:37]. Given the reactants [F:1][C:2]1[CH:11]=[C:10]([F:12])[CH:9]=[C:8]2[C:3]=1[C:4]([NH:20][C:21]1[CH:22]=[N:23][CH:24]=[C:25]([N:27]3[CH2:32][CH2:31][O:30][CH2:29][CH2:28]3)[CH:26]=1)=[C:5]([CH3:19])[C:6]([C:13]1[CH:18]=[CH:17][CH:16]=[CH:15][N:14]=1)=[N:7]2.[H-].[Na+].I[CH2:36][CH3:37], predict the reaction product. (2) Given the reactants CS(O[CH2:6][CH2:7][N:8]1[C:16]2[N:15]=[C:14]([NH2:17])[N:13]3[N:18]=[C:19]([C:21]4[O:22][CH:23]=[CH:24][CH:25]=4)[N:20]=[C:12]3[C:11]=2[CH:10]=[CH:9]1)(=O)=O.[F:26][C:27]1[CH:32]=[C:31]([F:33])[CH:30]=[CH:29][C:28]=1[CH:34]1[CH2:39][CH2:38][NH:37][CH2:36][CH2:35]1.CCN(C(C)C)C(C)C, predict the reaction product. The product is: [F:26][C:27]1[CH:32]=[C:31]([F:33])[CH:30]=[CH:29][C:28]=1[CH:34]1[CH2:35][CH2:36][N:37]([CH2:6][CH2:7][N:8]2[C:16]3[N:15]=[C:14]([NH2:17])[N:13]4[N:18]=[C:19]([C:21]5[O:22][CH:23]=[CH:24][CH:25]=5)[N:20]=[C:12]4[C:11]=3[CH:10]=[CH:9]2)[CH2:38][CH2:39]1. (3) The product is: [Cl:1][C:2]1[C:3]([C:19]2[C:27]3[C:22](=[CH:23][CH:24]=[CH:25][CH:26]=3)[NH:21][CH:20]=2)=[N:4][C:5]([NH:8][C@@H:9]2[CH2:14][N:13]([CH3:15])[CH2:12][C@@H:11]([C:16]([NH:37][C:38]3[CH:39]=[CH:40][C:41]([NH:44][C:45](=[O:51])[O:46][C:47]([CH3:49])([CH3:48])[CH3:50])=[CH:42][CH:43]=3)=[O:17])[CH2:10]2)=[N:6][CH:7]=1. Given the reactants [Cl:1][C:2]1[C:3]([C:19]2[C:27]3[C:22](=[CH:23][CH:24]=[CH:25][CH:26]=3)[NH:21][CH:20]=2)=[N:4][C:5]([NH:8][C@@H:9]2[CH2:14][N:13]([CH3:15])[CH2:12][C@@H:11]([C:16](O)=[O:17])[CH2:10]2)=[N:6][CH:7]=1.C(Cl)(=O)OC(C)C.N#N.[NH2:37][C:38]1[CH:43]=[CH:42][C:41]([NH:44][C:45](=[O:51])[O:46][C:47]([CH3:50])([CH3:49])[CH3:48])=[CH:40][CH:39]=1, predict the reaction product. (4) The product is: [Br:19][C:20]1[CH:25]=[C:24]([F:26])[CH:23]=[CH:22][C:21]=1[S:27]([NH:1][C:2]1[CH:11]=[CH:10][C:9]2[N:8]3[CH:12]=[CH:13][N:14]=[C:7]3[CH2:6][O:5][C:4]=2[C:3]=1[C:15]([O:17][CH3:18])=[O:16])(=[O:29])=[O:28]. Given the reactants [NH2:1][C:2]1[CH:11]=[CH:10][C:9]2[N:8]3[CH:12]=[CH:13][N:14]=[C:7]3[CH2:6][O:5][C:4]=2[C:3]=1[C:15]([O:17][CH3:18])=[O:16].[Br:19][C:20]1[CH:25]=[C:24]([F:26])[CH:23]=[CH:22][C:21]=1[S:27](Cl)(=[O:29])=[O:28], predict the reaction product. (5) Given the reactants C(N[C:6]1[S:7][C:8]2[CH:14]=[C:13]([O:15][S:16]([C:19]3[CH:24]=[CH:23][C:22]([F:25])=[CH:21][CH:20]=3)(=[O:18])=[O:17])[CH:12]=[CH:11][C:9]=2[N:10]=1)(=O)CC.[NH2:26]C1SC2C=C(OS(C3C=CC(F)=CC=3)(=O)=O)C=CC=2N=1.[C:47]([OH:51])(=O)[CH2:48][CH3:49], predict the reaction product. The product is: [C:47]([C:6]1[S:7][C:8]2[CH:14]=[C:13]([O:15][S:16]([C:19]3[CH:20]=[CH:21][C:22]([F:25])=[CH:23][CH:24]=3)(=[O:17])=[O:18])[CH:12]=[C:11]([NH2:26])[C:9]=2[N:10]=1)(=[O:51])[CH2:48][CH3:49].